Dataset: Catalyst prediction with 721,799 reactions and 888 catalyst types from USPTO. Task: Predict which catalyst facilitates the given reaction. Product: [CH2:1]([O:3][C:4]1[C:9]([C:10]2[S:11][C:12]3[CH:18]=[C:17]([C:19]([N:21]4[CH2:25][CH2:24][CH2:23][CH2:22]4)=[O:20])[CH:16]=[CH:15][C:13]=3[N:14]=2)=[C:8]([OH:26])[CH:7]=[N:6][CH:5]=1)[CH3:2]. The catalyst class is: 4. Reactant: [CH2:1]([O:3][C:4]1[CH:5]=[N:6][CH:7]=[C:8]([O:26]CC)[C:9]=1[C:10]1[S:11][C:12]2[CH:18]=[C:17]([C:19]([N:21]3[CH2:25][CH2:24][CH2:23][CH2:22]3)=[O:20])[CH:16]=[CH:15][C:13]=2[N:14]=1)[CH3:2].B(Br)(Br)Br.O.